This data is from Peptide-MHC class II binding affinity with 134,281 pairs from IEDB. The task is: Regression. Given a peptide amino acid sequence and an MHC pseudo amino acid sequence, predict their binding affinity value. This is MHC class II binding data. The peptide sequence is PEQIQLLKKAFDAFD. The MHC is HLA-DQA10102-DQB10502 with pseudo-sequence HLA-DQA10102-DQB10502. The binding affinity (normalized) is 0.304.